Dataset: Forward reaction prediction with 1.9M reactions from USPTO patents (1976-2016). Task: Predict the product of the given reaction. (1) Given the reactants [Br:1][C:2]1[CH:3]=[CH:4][C:5]([NH:9][NH2:10])=[C:6]([OH:8])[CH:7]=1.[CH3:11][C:12]1[CH:17]=[CH:16]C(S([O-])(=O)=O)=[CH:14][CH:13]=1.CC(C(=O)C)C(=O)C, predict the reaction product. The product is: [Br:1][C:2]1[CH:3]=[CH:4][C:5]([N:9]2[C:17]([CH3:16])=[C:12]([CH3:11])[C:13]([CH3:14])=[N:10]2)=[C:6]([OH:8])[CH:7]=1. (2) Given the reactants [NH2:1][C:2]1[C:3]2[C:10]([C:11]3[CH:16]=[CH:15][CH:14]=[C:13]([O:17][CH2:18][CH:19]4[CH2:23][CH2:22][C:21]([CH3:25])([CH3:24])[O:20]4)[CH:12]=3)=[CH:9][N:8]([C@H:26]3[CH2:29][C@H:28]([CH2:30]O)[CH2:27]3)[C:4]=2[N:5]=[CH:6][N:7]=1.[OH:32][C@H:33]1[CH2:37][CH2:36][NH:35][C@H:34]1[C:38]([NH2:40])=[O:39], predict the reaction product. The product is: [NH2:1][C:2]1[C:3]2[C:10]([C:11]3[CH:16]=[CH:15][CH:14]=[C:13]([O:17][CH2:18][CH:19]4[CH2:23][CH2:22][C:21]([CH3:25])([CH3:24])[O:20]4)[CH:12]=3)=[CH:9][N:8]([C@H:26]3[CH2:27][C@H:28]([CH2:30][N:35]4[CH2:36][CH2:37][C@@H:33]([OH:32])[C@H:34]4[C:38]([NH2:40])=[O:39])[CH2:29]3)[C:4]=2[N:5]=[CH:6][N:7]=1. (3) Given the reactants [NH:1]1[C:5]2[CH:6]=[CH:7][C:8]([C:10]([OH:12])=O)=[CH:9][C:4]=2[N:3]=[CH:2]1.O[N:14]=[C:15]([NH2:22])[C:16]1[CH:21]=[CH:20][CH:19]=[N:18][CH:17]=1.N, predict the reaction product. The product is: [NH:1]1[C:5]2[CH:6]=[CH:7][C:8]([C:10]3[O:12][N:22]=[C:15]([C:16]4[CH:17]=[N:18][CH:19]=[CH:20][CH:21]=4)[N:14]=3)=[CH:9][C:4]=2[N:3]=[CH:2]1.